This data is from Peptide-MHC class I binding affinity with 185,985 pairs from IEDB/IMGT. The task is: Regression. Given a peptide amino acid sequence and an MHC pseudo amino acid sequence, predict their binding affinity value. This is MHC class I binding data. (1) The peptide sequence is GEETIGEAF. The MHC is Mamu-A11 with pseudo-sequence Mamu-A11. The binding affinity (normalized) is 0.339. (2) The peptide sequence is SLVMLLVHY. The MHC is HLA-A30:02 with pseudo-sequence HLA-A30:02. The binding affinity (normalized) is 0.318. (3) The peptide sequence is GTILIKVEYK. The MHC is HLA-A11:01 with pseudo-sequence HLA-A11:01. The binding affinity (normalized) is 0.608.